From a dataset of Full USPTO retrosynthesis dataset with 1.9M reactions from patents (1976-2016). Predict the reactants needed to synthesize the given product. (1) The reactants are: [C:1]([O:5][C:6](=[O:26])[NH:7][C@@H:8]1[C:17]2[C:12](=[CH:13][CH:14]=[CH:15][CH:16]=2)[C@@H:11]([O:18][C:19]2[CH:24]=[CH:23][N:22]=[C:21](Cl)[CH:20]=2)[CH2:10][CH2:9]1)([CH3:4])([CH3:3])[CH3:2].[CH3:27][O:28][CH2:29][C:30]([NH2:32])=[O:31].CC1(C)C2C(=C(P(C3C=CC=CC=3)C3C=CC=CC=3)C=CC=2)OC2C(P(C3C=CC=CC=3)C3C=CC=CC=3)=CC=CC1=2.C(=O)([O-])[O-].[K+].[K+]. Given the product [C:1]([O:5][C:6](=[O:26])[NH:7][C@@H:8]1[C:17]2[C:12](=[CH:13][CH:14]=[CH:15][CH:16]=2)[C@@H:11]([O:18][C:19]2[CH:24]=[CH:23][N:22]=[C:21]([NH:32][C:30](=[O:31])[CH2:29][O:28][CH3:27])[CH:20]=2)[CH2:10][CH2:9]1)([CH3:4])([CH3:3])[CH3:2], predict the reactants needed to synthesize it. (2) Given the product [ClH:1].[ClH:1].[ClH:1].[F:25][C:22]1[CH:21]=[CH:20][C:19]([CH:11]([C:12]2[CH:13]=[CH:14][C:15]([F:18])=[CH:16][CH:17]=2)[C@@H:10]([C:26]([NH:28][C:29]2[CH:30]=[N:31][CH:32]=[C:33]([F:60])[C:34]=2[CH2:35][CH2:36][C@H:37]2[O:42][CH2:41][C@@H:40]([CH2:43][O:44][C:45](=[O:52])[NH:46][CH2:47][C:48]([F:50])([F:49])[F:51])[NH:39][CH2:38]2)=[O:27])[NH2:9])=[CH:24][CH:23]=1, predict the reactants needed to synthesize it. The reactants are: [ClH:1].C(OC([NH:9][C@H:10]([C:26]([NH:28][C:29]1[CH:30]=[N:31][CH:32]=[C:33]([F:60])[C:34]=1[CH2:35][CH2:36][C@H:37]1[O:42][CH2:41][C@@H:40]([CH2:43][O:44][C:45](=[O:52])[NH:46][CH2:47][C:48]([F:51])([F:50])[F:49])[N:39](C(OC(C)(C)C)=O)[CH2:38]1)=[O:27])[CH:11]([C:19]1[CH:24]=[CH:23][C:22]([F:25])=[CH:21][CH:20]=1)[C:12]1[CH:17]=[CH:16][C:15]([F:18])=[CH:14][CH:13]=1)=O)(C)(C)C. (3) Given the product [CH3:34][O:33][C:31]([N:11]1[C:12]2[C:17](=[CH:16][C:15]([C:20]3[N:21]([CH3:25])[N:22]=[CH:23][CH:24]=3)=[C:14]([CH:26]([CH3:27])[CH3:28])[CH:13]=2)[C:18](=[O:19])[N:9]([N:4]([C:1](=[O:3])[CH3:2])[S:5]([CH3:8])(=[O:6])=[O:7])[C:10]1=[O:29])=[O:32], predict the reactants needed to synthesize it. The reactants are: [C:1]([N:4]([N:9]1[C:18](=[O:19])[C:17]2[C:12](=[CH:13][C:14]([CH:26]([CH3:28])[CH3:27])=[C:15]([C:20]3[N:21]([CH3:25])[N:22]=[CH:23][CH:24]=3)[CH:16]=2)[NH:11][C:10]1=[O:29])[S:5]([CH3:8])(=[O:7])=[O:6])(=[O:3])[CH3:2].Cl[C:31]([O:33][CH3:34])=[O:32]. (4) The reactants are: [Cl:1][C:2]1[C:7]2[CH:8]=[C:9]([CH2:11][O:12][C:13]3[CH:14]=[C:15]4[C:19](=[CH:20][CH:21]=3)[N:18]([CH2:22][C:23]3([NH:31]C(=O)OC(C)(C)C)[CH2:28][O:27]C(C)(C)[O:25][CH2:24]3)[CH2:17][CH2:16]4)[O:10][C:6]=2[CH:5]=[C:4]([Cl:39])[CH:3]=1.CC1(C)OCC(NC(=O)OC(C)(C)C)(CNC2C=CC(CCCCCCCC)=CC=2)CO1. Given the product [NH2:31][C:23]([CH2:22][N:18]1[C:19]2[C:15](=[CH:14][C:13]([O:12][CH2:11][C:9]3[O:10][C:6]4[CH:5]=[C:4]([Cl:39])[CH:3]=[C:2]([Cl:1])[C:7]=4[CH:8]=3)=[CH:21][CH:20]=2)[CH2:16][CH2:17]1)([CH2:24][OH:25])[CH2:28][OH:27], predict the reactants needed to synthesize it.